This data is from Reaction yield outcomes from USPTO patents with 853,638 reactions. The task is: Predict the reaction yield, written as a fraction of the theoretical maximum amount of product (1.0 means a 100% yield; for example, 0.34 means a 34% yield). (1) The reactants are [I:1][C:2]1[CH:3]=[C:4]2[C:8](=[CH:9][CH:10]=1)[NH:7][C:6](=[O:11])[C:5]2=O.[Cl:13][C:14]1[CH:30]=[CH:29][CH:28]=[CH:27][C:15]=1[O:16][CH2:17][C:18]1[S:19][CH:20]=[C:21]([C:23]([NH:25][NH2:26])=[O:24])[N:22]=1. The catalyst is C(O)(=O)C. The product is [Cl:13][C:14]1[CH:30]=[CH:29][CH:28]=[CH:27][C:15]=1[O:16][CH2:17][C:18]1[S:19][CH:20]=[C:21]([C:23]([NH:25][N:26]=[C:5]2[C:4]3[C:8](=[CH:9][CH:10]=[C:2]([I:1])[CH:3]=3)[NH:7][C:6]2=[O:11])=[O:24])[N:22]=1. The yield is 0.790. (2) The reactants are O=[C:2]1[CH2:5][C:4]2([CH2:10][CH2:9][N:8](C(OC(C)(C)C)=O)[CH2:7][CH2:6]2)[CH2:3]1.[Cl:18][C:19]1[CH:24]=[CH:23][C:22]([Mg]Br)([F:25])[CH2:21][CH:20]=1.C([SiH](CC)CC)C.FC(F)(F)C(O)=O. The product is [ClH:18].[Cl:18][C:19]1[CH:20]=[CH:21][C:22]([F:25])=[C:23]([CH:2]2[CH2:3][C:4]3([CH2:6][CH2:7][NH:8][CH2:9][CH2:10]3)[CH2:5]2)[CH:24]=1. The catalyst is C1COCC1.C(Cl)Cl. The yield is 0.640. (3) The reactants are [C:1]([O:5][P:6]([CH:13](O)[C:14]1[C:19]([C:20]2[CH:25]=[CH:24][CH:23]=[CH:22][CH:21]=2)=[N:18][C:17]([CH3:26])=[C:16]2[O:27][C:28]([CH3:32])([CH3:31])[O:29][CH2:30][C:15]=12)(=[O:12])[O:7][C:8]([CH3:11])([CH3:10])[CH3:9])([CH3:4])([CH3:3])[CH3:2].CCN(S(F)(F)[F:40])CC. The catalyst is ClCCl. The product is [C:1]([O:5][P:6]([CH:13]([F:40])[C:14]1[C:19]([C:20]2[CH:25]=[CH:24][CH:23]=[CH:22][CH:21]=2)=[N:18][C:17]([CH3:26])=[C:16]2[O:27][C:28]([CH3:32])([CH3:31])[O:29][CH2:30][C:15]=12)(=[O:12])[O:7][C:8]([CH3:11])([CH3:10])[CH3:9])([CH3:4])([CH3:3])[CH3:2]. The yield is 0.540. (4) The reactants are [CH2:1]([C:5]([C:16]1[CH:21]=[CH:20][C:19]([N+:22]([O-:24])=[O:23])=[C:18]([C:25]([F:28])([F:27])[F:26])[CH:17]=1)(C(OCC)=O)[C:6]([O:8]CC)=[O:7])[CH:2]([CH3:4])[CH3:3].O.OS(O)(=O)=O. The catalyst is C(O)(=O)C. The product is [CH3:3][CH:2]([CH3:4])[CH2:1][CH:5]([C:16]1[CH:21]=[CH:20][C:19]([N+:22]([O-:24])=[O:23])=[C:18]([C:25]([F:26])([F:27])[F:28])[CH:17]=1)[C:6]([OH:8])=[O:7]. The yield is 0.760. (5) The reactants are [F:1][C:2]([F:23])([F:22])[C:3]1[C:11]2[CH2:10][CH2:9][CH2:8][CH2:7][C:6]=2[N:5]([C:12]2[CH:17]=[CH:16][C:15]([CH2:18][C:19](O)=[O:20])=[CH:14][CH:13]=2)[N:4]=1.C(N1C=CN=C1)(N1C=CN=C1)=O.[C:36]1([CH:42]2[CH2:46][CH2:45][CH2:44][NH:43]2)[CH:41]=[CH:40][CH:39]=[CH:38][CH:37]=1. The catalyst is ClCCl. The product is [O:20]=[C:19]([N:43]1[CH2:44][CH2:45][CH2:46][CH:42]1[C:36]1[CH:41]=[CH:40][CH:39]=[CH:38][CH:37]=1)[CH2:18][C:15]1[CH:16]=[CH:17][C:12]([N:5]2[C:6]3[CH2:7][CH2:8][CH2:9][CH2:10][C:11]=3[C:3]([C:2]([F:22])([F:23])[F:1])=[N:4]2)=[CH:13][CH:14]=1. The yield is 0.610. (6) The reactants are [CH3:1][C:2]1[CH:6]=[C:5]([CH3:7])[NH:4][C:3]=1[CH:8]=[O:9].[C:10]([OH:13])(=O)[CH3:11]. The catalyst is C1COCC1.O. The product is [CH3:1][C:2]1[C:6]([CH2:5][N:4]2[CH2:11][CH2:10][O:13][CH2:2][CH2:3]2)=[C:5]([CH3:7])[NH:4][C:3]=1[CH:8]=[O:9]. The yield is 0.360. (7) The reactants are [C:1]([N:8]1[CH2:12][C@@H:11]([NH:13][CH:14]2[CH2:19][CH2:18][C:17]([CH3:21])([CH3:20])[CH2:16][CH2:15]2)[CH2:10][C@H:9]1[C:22]([O:24][CH3:25])=[O:23])([O:3][C:4]([CH3:7])([CH3:6])[CH3:5])=[O:2].[CH3:26][C:27](OC(C)=O)=[O:28]. The catalyst is N1C=CC=CC=1. The product is [C:1]([N:8]1[CH2:12][C@@H:11]([N:13]([C:27](=[O:28])[CH3:26])[CH:14]2[CH2:19][CH2:18][C:17]([CH3:20])([CH3:21])[CH2:16][CH2:15]2)[CH2:10][C@H:9]1[C:22]([O:24][CH3:25])=[O:23])([O:3][C:4]([CH3:7])([CH3:6])[CH3:5])=[O:2]. The yield is 0.870.